From a dataset of Catalyst prediction with 721,799 reactions and 888 catalyst types from USPTO. Predict which catalyst facilitates the given reaction. (1) Reactant: [OH-].[K+].[CH2:3]([N:10]([C:23]([O:25][C:26]([CH3:29])([CH3:28])[CH3:27])=[O:24])[CH:11]1[CH2:17][CH2:16][CH2:15][C:14]2[CH:18]=[CH:19][C:20]([OH:22])=[CH:21][C:13]=2[CH2:12]1)[C:4]1[CH:9]=[CH:8][CH:7]=[CH:6][CH:5]=1.[CH3:30][O:31][CH2:32][CH2:33]Cl.C(=O)([O-])O.[Na+]. Product: [CH2:3]([N:10]([C:23]([O:25][C:26]([CH3:29])([CH3:28])[CH3:27])=[O:24])[CH:11]1[CH2:17][CH2:16][CH2:15][C:14]2[CH:18]=[CH:19][C:20]([O:22][CH2:33][CH2:32][O:31][CH3:30])=[CH:21][C:13]=2[CH2:12]1)[C:4]1[CH:5]=[CH:6][CH:7]=[CH:8][CH:9]=1. The catalyst class is: 16. (2) The catalyst class is: 2. Product: [Si:1]([O:8][C@H:30]([CH2:29][CH2:28][C@H:27]([CH3:49])[CH2:26][C@H:25]([CH3:50])[C@@H:24]([O:23][Si:16]([C:19]([CH3:20])([CH3:21])[CH3:22])([CH3:18])[CH3:17])[C@@H:51]([CH3:98])/[CH:52]=[CH:53]\[C@@H:54]([O:90][Si:91]([C:94]([CH3:97])([CH3:96])[CH3:95])([CH3:92])[CH3:93])[CH2:55][C@H:56]([O:82][Si:83]([C:86]([CH3:89])([CH3:88])[CH3:87])([CH3:84])[CH3:85])[C@H:57]([CH3:81])/[CH:58]=[CH:59]/[CH2:60][O:61][C:62]([C:63]1[CH:64]=[CH:65][CH:66]=[CH:67][CH:68]=1)([C:69]1[CH:70]=[CH:71][CH:72]=[CH:73][CH:74]=1)[C:75]1[CH:80]=[CH:79][CH:78]=[CH:77][CH:76]=1)[C@@H:31]([C@@H:33]1[C@@H:38]([CH3:39])[CH2:37][O:36][CH:35]([C:40]2[CH:41]=[CH:42][C:43]([O:46][CH3:47])=[CH:44][CH:45]=2)[O:34]1)[CH3:32])([C:4]([CH3:7])([CH3:6])[CH3:5])([CH3:3])[CH3:2]. Reactant: [Si:1]([O:8]S(C(F)(F)F)(=O)=O)([C:4]([CH3:7])([CH3:6])[CH3:5])([CH3:3])[CH3:2].[Si:16]([O:23][C@@H:24]([C@@H:51]([CH3:98])/[CH:52]=[CH:53]\[C@@H:54]([O:90][Si:91]([C:94]([CH3:97])([CH3:96])[CH3:95])([CH3:93])[CH3:92])[CH2:55][C@H:56]([O:82][Si:83]([C:86]([CH3:89])([CH3:88])[CH3:87])([CH3:85])[CH3:84])[C@H:57]([CH3:81])/[CH:58]=[CH:59]/[CH2:60][O:61][C:62]([C:75]1[CH:80]=[CH:79][CH:78]=[CH:77][CH:76]=1)([C:69]1[CH:74]=[CH:73][CH:72]=[CH:71][CH:70]=1)[C:63]1[CH:68]=[CH:67][CH:66]=[CH:65][CH:64]=1)[C@@H:25]([CH3:50])[CH2:26][C@@H:27]([CH3:49])[CH2:28][CH2:29][C@@H:30](O)[C@@H:31]([C@@H:33]1[C@@H:38]([CH3:39])[CH2:37][O:36][CH:35]([C:40]2[CH:45]=[CH:44][C:43]([O:46][CH3:47])=[CH:42][CH:41]=2)[O:34]1)[CH3:32])([C:19]([CH3:22])([CH3:21])[CH3:20])([CH3:18])[CH3:17].N1C(C)=CC=CC=1C.